From a dataset of Peptide-MHC class II binding affinity with 134,281 pairs from IEDB. Regression. Given a peptide amino acid sequence and an MHC pseudo amino acid sequence, predict their binding affinity value. This is MHC class II binding data. (1) The peptide sequence is YVDRFFKTLRAEQATQEV. The MHC is DRB5_0101 with pseudo-sequence DRB5_0101. The binding affinity (normalized) is 0.573. (2) The MHC is HLA-DQA10401-DQB10402 with pseudo-sequence HLA-DQA10401-DQB10402. The binding affinity (normalized) is 0.394. The peptide sequence is EAKYDAYVATLSEALRIIAG. (3) The peptide sequence is PNWVRKVFIDTIPNI. The MHC is DRB1_0901 with pseudo-sequence DRB1_0901. The binding affinity (normalized) is 0.111. (4) The peptide sequence is YLGLEVLTRARAALT. The MHC is HLA-DQA10201-DQB10202 with pseudo-sequence HLA-DQA10201-DQB10202. The binding affinity (normalized) is 0.192.